From a dataset of Forward reaction prediction with 1.9M reactions from USPTO patents (1976-2016). Predict the product of the given reaction. (1) Given the reactants [CH2:1]([OH:4])[CH2:2][OH:3].[H-].[Na+].Br[CH2:8][C:9]1[CH:14]=[CH:13][C:12]([F:15])=[CH:11][CH:10]=1.O, predict the reaction product. The product is: [F:15][C:12]1[CH:13]=[CH:14][C:9]([CH2:8][O:3][CH2:2][CH2:1][OH:4])=[CH:10][CH:11]=1. (2) Given the reactants [C:1]1([CH3:11])[CH:6]=[CH:5][C:4]([S:7](Cl)(=[O:9])=[O:8])=[CH:3][CH:2]=1.[N+:12]([C:15]1[CH:16]=[C:17]([CH:25]([OH:27])[CH3:26])[CH:18]=[C:19]([C:21]([F:24])([F:23])[F:22])[CH:20]=1)([O-:14])=[O:13].C(N(CC)CC)C, predict the reaction product. The product is: [CH3:11][C:1]1[CH:6]=[CH:5][C:4]([S:7]([O:27][CH:25]([C:17]2[CH:18]=[C:19]([C:21]([F:24])([F:23])[F:22])[CH:20]=[C:15]([N+:12]([O-:14])=[O:13])[CH:16]=2)[CH3:26])(=[O:9])=[O:8])=[CH:3][CH:2]=1. (3) Given the reactants Cl[C:2]1[C:3]2[C:4](=[CH:16][N:17](CC3C=CC(OC)=CC=3)[N:18]=2)[N:5]=[C:6]([C:8]2[CH:13]=[CH:12][CH:11]=[C:10]([S:14][CH3:15])[CH:9]=2)[N:7]=1.[NH2:28][C:29]1[CH:38]=[C:37]2[C:32]([CH2:33][CH2:34][C:35](=[O:39])[NH:36]2)=[CH:31][CH:30]=1.Cl, predict the reaction product. The product is: [CH3:15][S:14][C:10]1[CH:9]=[C:8]([C:6]2[N:7]=[C:2]([NH:28][C:29]3[CH:38]=[C:37]4[C:32]([CH2:33][CH2:34][C:35](=[O:39])[NH:36]4)=[CH:31][CH:30]=3)[C:3]3[NH:18][N:17]=[CH:16][C:4]=3[N:5]=2)[CH:13]=[CH:12][CH:11]=1. (4) Given the reactants [F:1][C:2]([F:15])([F:14])[C:3]1[CH:13]=[CH:12][C:6]([O:7][CH2:8][C:9](Cl)=[O:10])=[CH:5][CH:4]=1.[CH:16]([NH:19][CH2:20][C:21]1[O:25][N:24]=[C:23]([C:26]2[CH:31]=[CH:30][CH:29]=[CH:28][CH:27]=2)[N:22]=1)([CH3:18])[CH3:17].C(N(CC)CC)C, predict the reaction product. The product is: [CH:16]([N:19]([CH2:20][C:21]1[O:25][N:24]=[C:23]([C:26]2[CH:31]=[CH:30][CH:29]=[CH:28][CH:27]=2)[N:22]=1)[C:9](=[O:10])[CH2:8][O:7][C:6]1[CH:12]=[CH:13][C:3]([C:2]([F:15])([F:14])[F:1])=[CH:4][CH:5]=1)([CH3:18])[CH3:17]. (5) Given the reactants [CH2:1]([C:3]1[CH:12]=[C:11]2[C:6]([C:7](=[O:32])[C:8]([OH:31])=[C:9]([C:13]3[CH:18]=[C:17]([O:19]C)[C:16]([O:21]CC4C=CC=CC=4)=[C:15]([O:29]C)[CH:14]=3)[O:10]2)=[CH:5][C:4]=1[CH2:33][CH2:34][CH2:35][CH2:36][CH2:37][CH2:38][CH2:39][CH3:40])[CH3:2].B(Br)(Br)Br.CO.O, predict the reaction product. The product is: [CH2:1]([C:3]1[CH:12]=[C:11]2[C:6]([C:7](=[O:32])[C:8]([OH:31])=[C:9]([C:13]3[CH:14]=[C:15]([OH:29])[C:16]([OH:21])=[C:17]([OH:19])[CH:18]=3)[O:10]2)=[CH:5][C:4]=1[CH2:33][CH2:34][CH2:35][CH2:36][CH2:37][CH2:38][CH2:39][CH3:40])[CH3:2].